This data is from Peptide-MHC class I binding affinity with 185,985 pairs from IEDB/IMGT. The task is: Regression. Given a peptide amino acid sequence and an MHC pseudo amino acid sequence, predict their binding affinity value. This is MHC class I binding data. (1) The peptide sequence is GAVFQEEQGW. The MHC is HLA-B58:01 with pseudo-sequence HLA-B58:01. The binding affinity (normalized) is 0.730. (2) The peptide sequence is KLWAQCVQL. The MHC is HLA-A31:01 with pseudo-sequence HLA-A31:01. The binding affinity (normalized) is 0.495. (3) The peptide sequence is HVIYFTAFT. The MHC is HLA-B57:01 with pseudo-sequence HLA-B57:01. The binding affinity (normalized) is 0.0847.